From a dataset of SARS-CoV-2 main protease (3CLPro) crystallographic fragment screen with 879 compounds. Binary Classification. Given a drug SMILES string, predict its activity (active/inactive) in a high-throughput screening assay against a specified biological target. (1) The drug is COCC1(C)CCCN1. The result is 0 (inactive). (2) The result is 0 (inactive). The molecule is COC(=O)C1CCN(CC(N)=O)CC1. (3) The compound is CC(NC1CC1)c1cccnc1. The result is 0 (inactive). (4) The drug is O=C(CCl)NC1CCOc2ccccc21. The result is 0 (inactive). (5) The molecule is O=C(Nc1ccccc1O)C1CCN(C(=O)CCl)CC1. The result is 1 (active). (6) The compound is COc1ccc(CNC(=O)CC#N)cc1. The result is 0 (inactive). (7) The molecule is O=C(Nc1ccc(F)cc1)Nc1cccc(O)c1. The result is 0 (inactive).